This data is from Full USPTO retrosynthesis dataset with 1.9M reactions from patents (1976-2016). The task is: Predict the reactants needed to synthesize the given product. (1) The reactants are: Cl.[SH:2][CH2:3][CH2:4][NH2:5].C(N(CC)CC)C.[C:13](Cl)(=[O:18])[C:14]([CH3:17])([CH3:16])[CH3:15].[Cl-].[NH4+]. Given the product [SH:2][CH2:3][CH2:4][NH:5][C:13](=[O:18])[C:14]([CH3:17])([CH3:16])[CH3:15], predict the reactants needed to synthesize it. (2) Given the product [CH3:40][O:41][C:42](=[O:59])[C:43]([S:48]([C:51]1[CH:52]=[CH:53][C:54]([Cl:57])=[CH:55][CH:56]=1)(=[O:50])=[O:49])=[CH:44][O:45][CH2:46][CH3:47], predict the reactants needed to synthesize it. The reactants are: COC(=O)C(S(C1C=CC=C(Cl)C=1)(=O)=O)=COCC.COC(=O)C(S(C1C=CC(F)=C(Cl)C=1)(=O)=O)=COCC.[CH3:40][O:41][C:42](=[O:59])[C:43]([S:48]([C:51]1[CH:56]=[CH:55][C:54]([Cl:57])=[C:53](Cl)[CH:52]=1)(=[O:50])=[O:49])=[CH:44][O:45][CH2:46][CH3:47].COC(=O)C(S(C1C=CC(F)=CC=1)(=O)=O)=COCC. (3) Given the product [OH:14][CH2:11][C:12]#[C:13][C:2]1[CH:7]=[CH:6][C:5]([CH2:8][C:9]#[N:10])=[CH:4][CH:3]=1, predict the reactants needed to synthesize it. The reactants are: I[C:2]1[CH:7]=[CH:6][C:5]([CH2:8][C:9]#[N:10])=[CH:4][CH:3]=1.[CH2:11]([OH:14])[C:12]#[CH:13]. (4) Given the product [F:1][C:2]([F:24])([F:25])[C:3]1[CH:19]=[C:18]([C:20]([F:23])([F:22])[F:21])[CH:17]=[CH:16][C:4]=1[CH2:5][O:6][C:7]1[CH:14]=[CH:13][C:10]([CH:11]=[O:12])=[CH:9][C:8]=1[O:15][CH:33]([CH3:35])[CH3:34], predict the reactants needed to synthesize it. The reactants are: [F:1][C:2]([F:25])([F:24])[C:3]1[CH:19]=[C:18]([C:20]([F:23])([F:22])[F:21])[CH:17]=[CH:16][C:4]=1[CH2:5][O:6][C:7]1[CH:14]=[CH:13][C:10]([CH:11]=[O:12])=[CH:9][C:8]=1[OH:15].C(=O)([O-])[O-].[K+].[K+].Br[CH:33]([CH3:35])[CH3:34].O. (5) Given the product [N+:28]([C:31]1[CH:49]=[CH:48][C:34]([CH2:35][O:36][C:37]([C:39]2[N:40]3[C@H:43]([S:44][CH:45]=2)[C:42]([CH:21]([O:22][C:60](=[O:62])[CH3:61])[C:19]2[N:20]=[C:14]4[CH2:13][N:12]([C:10]([O:9][CH2:8][C:7]5[CH:23]=[CH:24][C:4]([N+:1]([O-:3])=[O:2])=[CH:5][CH:6]=5)=[O:11])[CH2:17][CH2:16][N:15]4[CH:18]=2)([Br:46])[C:41]3=[O:47])=[O:38])=[CH:33][CH:32]=1)([O-:30])=[O:29], predict the reactants needed to synthesize it. The reactants are: [N+:1]([C:4]1[CH:24]=[CH:23][C:7]([CH2:8][O:9][C:10]([N:12]2[CH2:17][CH2:16][N:15]3[CH:18]=[C:19]([CH:21]=[O:22])[N:20]=[C:14]3[CH2:13]2)=[O:11])=[CH:6][CH:5]=1)([O-:3])=[O:2].[Mg+2].[Br-].[Br-].[N+:28]([C:31]1[CH:49]=[CH:48][C:34]([CH2:35][O:36][C:37]([C:39]2[N:40]3[C@H:43]([S:44][CH:45]=2)[C@@H:42]([Br:46])[C:41]3=[O:47])=[O:38])=[CH:33][CH:32]=1)([O-:30])=[O:29].CNC1(NC)C=CN=CC1.[C:60](OC(=O)C)(=[O:62])[CH3:61].C(O)(=O)CC(CC(O)=O)(C(O)=O)O. (6) Given the product [OH:4][C:5]1[CH:6]=[CH:7][C:8]([CH2:11][C:12]2[N:29]([C:21]3[CH:22]=[C:23]([O:27][CH3:28])[C:24]([O:25][CH3:26])=[C:19]([O:18][CH3:17])[CH:20]=3)[C:30](=[S:33])[NH:31][N:32]=2)=[CH:9][CH:10]=1, predict the reactants needed to synthesize it. The reactants are: C[O-].[Na+].[OH:4][C:5]1[CH:10]=[CH:9][C:8]([CH2:11][C:12](OCC)=O)=[CH:7][CH:6]=1.[CH3:17][O:18][C:19]1[CH:20]=[C:21]([NH:29][C:30](=[S:33])[NH:31][NH2:32])[CH:22]=[C:23]([O:27][CH3:28])[C:24]=1[O:25][CH3:26].